This data is from NCI-60 drug combinations with 297,098 pairs across 59 cell lines. The task is: Regression. Given two drug SMILES strings and cell line genomic features, predict the synergy score measuring deviation from expected non-interaction effect. (1) Drug 1: CC12CCC3C(C1CCC2NC(=O)OCC(F)(F)F)CCC4C3(C=CC(=O)N4C)C. Drug 2: C1CC2CC3=C(CC1C24CN(S(=O)(=O)N4)CC(F)(F)F)C=CC(=C3)C=CCN5CCC(CC5)C(F)(F)F. Cell line: T-47D. Synergy scores: CSS=28.5, Synergy_ZIP=3.68, Synergy_Bliss=7.15, Synergy_Loewe=5.46, Synergy_HSA=9.04. (2) Drug 1: CC1=C(C(CCC1)(C)C)C=CC(=CC=CC(=CC(=O)O)C)C. Drug 2: CC1=C(C(=CC=C1)Cl)NC(=O)C2=CN=C(S2)NC3=CC(=NC(=N3)C)N4CCN(CC4)CCO. Cell line: MOLT-4. Synergy scores: CSS=-3.84, Synergy_ZIP=7.62, Synergy_Bliss=-1.74, Synergy_Loewe=-16.8, Synergy_HSA=-9.84. (3) Drug 1: CC1=C(C=C(C=C1)NC2=NC=CC(=N2)N(C)C3=CC4=NN(C(=C4C=C3)C)C)S(=O)(=O)N.Cl. Drug 2: C1=CN(C=N1)CC(O)(P(=O)(O)O)P(=O)(O)O. Cell line: OVCAR-4. Synergy scores: CSS=3.99, Synergy_ZIP=-2.70, Synergy_Bliss=-1.47, Synergy_Loewe=0.350, Synergy_HSA=-0.0557. (4) Drug 1: CC1C(C(CC(O1)OC2CC(CC3=C2C(=C4C(=C3O)C(=O)C5=C(C4=O)C(=CC=C5)OC)O)(C(=O)CO)O)N)O.Cl. Drug 2: C1C(C(OC1N2C=NC3=C2NC=NCC3O)CO)O. Cell line: MCF7. Synergy scores: CSS=3.01, Synergy_ZIP=-3.64, Synergy_Bliss=-1.87, Synergy_Loewe=-2.18, Synergy_HSA=-2.18. (5) Drug 1: CC1OCC2C(O1)C(C(C(O2)OC3C4COC(=O)C4C(C5=CC6=C(C=C35)OCO6)C7=CC(=C(C(=C7)OC)O)OC)O)O. Drug 2: C1CCC(C(C1)N)N.C(=O)(C(=O)[O-])[O-].[Pt+4]. Cell line: NCI-H226. Synergy scores: CSS=15.3, Synergy_ZIP=-6.95, Synergy_Bliss=0.209, Synergy_Loewe=2.32, Synergy_HSA=2.97. (6) Drug 1: CC(C1=C(C=CC(=C1Cl)F)Cl)OC2=C(N=CC(=C2)C3=CN(N=C3)C4CCNCC4)N. Drug 2: CC(C)NC(=O)C1=CC=C(C=C1)CNNC.Cl. Cell line: HT29. Synergy scores: CSS=5.52, Synergy_ZIP=-0.133, Synergy_Bliss=-1.51, Synergy_Loewe=-9.10, Synergy_HSA=-5.27. (7) Drug 1: C(CC(=O)O)C(=O)CN.Cl. Drug 2: CS(=O)(=O)OCCCCOS(=O)(=O)C. Cell line: MOLT-4. Synergy scores: CSS=69.5, Synergy_ZIP=-3.47, Synergy_Bliss=-0.664, Synergy_Loewe=-8.74, Synergy_HSA=1.73. (8) Synergy scores: CSS=8.42, Synergy_ZIP=-1.95, Synergy_Bliss=2.54, Synergy_Loewe=-8.24, Synergy_HSA=-0.181. Drug 1: COC1=NC(=NC2=C1N=CN2C3C(C(C(O3)CO)O)O)N. Drug 2: CCC1(C2=C(COC1=O)C(=O)N3CC4=CC5=C(C=CC(=C5CN(C)C)O)N=C4C3=C2)O.Cl. Cell line: SK-MEL-28. (9) Drug 1: CN1CCC(CC1)COC2=C(C=C3C(=C2)N=CN=C3NC4=C(C=C(C=C4)Br)F)OC. Drug 2: CC1=CC2C(CCC3(C2CCC3(C(=O)C)OC(=O)C)C)C4(C1=CC(=O)CC4)C. Cell line: MDA-MB-435. Synergy scores: CSS=-3.72, Synergy_ZIP=3.10, Synergy_Bliss=3.38, Synergy_Loewe=-5.04, Synergy_HSA=-1.86. (10) Drug 1: CN1C(=O)N2C=NC(=C2N=N1)C(=O)N. Drug 2: CC1=C(C(=O)C2=C(C1=O)N3CC4C(C3(C2COC(=O)N)OC)N4)N. Cell line: SR. Synergy scores: CSS=71.4, Synergy_ZIP=1.55, Synergy_Bliss=1.20, Synergy_Loewe=-4.93, Synergy_HSA=0.923.